This data is from Forward reaction prediction with 1.9M reactions from USPTO patents (1976-2016). The task is: Predict the product of the given reaction. Given the reactants [F:1][C:2]([F:20])([F:19])[CH2:3][C:4]([NH:8][C:9](=[O:18])[O:10][CH2:11]C1C=CC=CC=1)([CH3:7])CO.[H-].[Na+].CC(O)=O, predict the reaction product. The product is: [CH3:7][C:4]1([CH2:3][C:2]([F:1])([F:19])[F:20])[CH2:11][O:10][C:9](=[O:18])[NH:8]1.